Predict the reactants needed to synthesize the given product. From a dataset of Full USPTO retrosynthesis dataset with 1.9M reactions from patents (1976-2016). Given the product [Cl:31][C:1]1[C:19]2[C:18](=[CH:12][CH:22]=[CH:21][CH:20]=2)[NH:17][C:3](=[O:5])[C:2]=1[C:6]([O:8][CH3:24])=[O:7], predict the reactants needed to synthesize it. The reactants are: [CH3:1][C:2](C)([C:6]([O-:8])=[O:7])[C:3]([O-:5])=O.[H-].[Na+].[C:12]12[C:18](=[CH:19][CH:20]=[CH:21][CH:22]=1)[NH:17]C(=O)OC2=O.[C:24](Cl)(=O)C(Cl)=O.[Na+].[Cl-:31].